The task is: Predict the reactants needed to synthesize the given product.. This data is from Full USPTO retrosynthesis dataset with 1.9M reactions from patents (1976-2016). (1) The reactants are: O=[CH:2][C@@H:3]([C@H:5]([C@@H:7]([C@@H:9]([CH2:11][OH:12])O)O)O)O.OP([O-])(O)=O.[K+].[OH-:19].[Na+].S([O-])([O-])(=O)=O.[NH4+:26].[NH4+:27]. Given the product [NH2:26][C@H:9]([C:11]([OH:12])=[O:19])[CH2:7][CH2:5][CH2:3][CH2:2][NH2:27], predict the reactants needed to synthesize it. (2) Given the product [Br:1][C:2]1[CH:3]=[C:4]([N:13]([C@H:14]2[CH2:19][CH2:18][C@H:17]([NH:20][C:21]([O:23][C:24]([CH3:27])([CH3:26])[CH3:25])=[O:22])[CH2:16][CH2:15]2)[CH3:28])[C:5]([CH3:12])=[C:6]([CH:11]=1)[C:7]([O:9][CH3:10])=[O:8], predict the reactants needed to synthesize it. The reactants are: [Br:1][C:2]1[CH:3]=[C:4]([NH:13][C@H:14]2[CH2:19][CH2:18][C@H:17]([NH:20][C:21]([O:23][C:24]([CH3:27])([CH3:26])[CH3:25])=[O:22])[CH2:16][CH2:15]2)[C:5]([CH3:12])=[C:6]([CH:11]=1)[C:7]([O:9][CH3:10])=[O:8].[C:28](=O)([O-])[O-].[Cs+].[Cs+].CI. (3) Given the product [CH3:41][S:1]([C:35]1[N:34]=[C:33]([C:32]2[N:18]3[CH:19]=[CH:20][C:21]([NH:23][C:24](=[O:31])[C:25]4[CH:30]=[CH:29][CH:28]=[N:27][CH:26]=4)=[N:22][C:17]3=[N:16][C:15]=2[C:13]2[CH:12]=[CH:11][CH:10]=[C:9]([CH3:8])[N:14]=2)[CH:38]=[CH:37][N:36]=1)(=[O:5])=[O:2], predict the reactants needed to synthesize it. The reactants are: [S:1](=[O:5])(=O)(O)[OH:2].OO.[CH3:8][C:9]1[N:14]=[C:13]([C:15]2[N:16]=[C:17]3[N:22]=[C:21]([NH:23][C:24](=[O:31])[C:25]4[CH:30]=[CH:29][CH:28]=[N:27][CH:26]=4)[CH:20]=[CH:19][N:18]3[C:32]=2[C:33]2[CH:38]=[CH:37][N:36]=[C:35](SC)[N:34]=2)[CH:12]=[CH:11][CH:10]=1.[CH3:41]O.